Dataset: Forward reaction prediction with 1.9M reactions from USPTO patents (1976-2016). Task: Predict the product of the given reaction. (1) Given the reactants [S:1]1[C:5]2[CH:6]=[CH:7][CH:8]=[C:9]([O:10][C:11]3[CH:16]=[CH:15][C:14]([NH:17][C:18]4[C:19]5[N:26]([CH2:27][CH2:28][NH:29]C(=O)OC(C)(C)C)[CH:25]=[CH:24][C:20]=5[N:21]=[CH:22][N:23]=4)=[CH:13][C:12]=3[F:37])[C:4]=2[CH:3]=[N:2]1.[ClH:38].C(O)C, predict the reaction product. The product is: [ClH:38].[ClH:38].[NH2:29][CH2:28][CH2:27][N:26]1[C:19]2[C:18]([NH:17][C:14]3[CH:15]=[CH:16][C:11]([O:10][C:9]4[C:4]5[CH:3]=[N:2][S:1][C:5]=5[CH:6]=[CH:7][CH:8]=4)=[C:12]([F:37])[CH:13]=3)=[N:23][CH:22]=[N:21][C:20]=2[CH:24]=[CH:25]1. (2) Given the reactants Cl.[Si:2]([O:19][C@H:20]([C:27]1[S:28][CH:29]=[CH:30][N:31]=1)[C@H:21]1[CH2:26][CH2:25][CH2:24][NH2+:23][CH2:22]1)([C:15]([CH3:18])([CH3:17])[CH3:16])([C:9]1[CH:14]=[CH:13][CH:12]=[CH:11][CH:10]=1)[C:3]1[CH:8]=[CH:7][CH:6]=[CH:5][CH:4]=1.[OH-].[Na+].C(OCC)(=O)C, predict the reaction product. The product is: [Si:2]([O:19][C@H:20]([C:27]1[S:28][CH:29]=[CH:30][N:31]=1)[C@H:21]1[CH2:26][CH2:25][CH2:24][NH:23][CH2:22]1)([C:15]([CH3:18])([CH3:17])[CH3:16])([C:9]1[CH:10]=[CH:11][CH:12]=[CH:13][CH:14]=1)[C:3]1[CH:8]=[CH:7][CH:6]=[CH:5][CH:4]=1. (3) Given the reactants [CH2:1]([O:8][C:9]1[CH:18]=[C:17]2[C:12]([C:13]([NH:22][CH2:23][C:24]([CH3:27])([OH:26])[CH3:25])=[C:14]([N+:19]([O-])=O)[CH:15]=[N:16]2)=[CH:11][CH:10]=1)[C:2]1[CH:7]=[CH:6][CH:5]=[CH:4][CH:3]=1.ClCCl, predict the reaction product. The product is: [NH2:19][C:14]1[CH:15]=[N:16][C:17]2[C:12]([C:13]=1[NH:22][CH2:23][C:24]([CH3:27])([OH:26])[CH3:25])=[CH:11][CH:10]=[C:9]([O:8][CH2:1][C:2]1[CH:7]=[CH:6][CH:5]=[CH:4][CH:3]=1)[CH:18]=2. (4) Given the reactants [Br:1][C:2]1[CH:7]=[CH:6][C:5]([C@@H:8]([NH2:10])[CH3:9])=[CH:4][CH:3]=1.[N:11]([C:14]1[CH:23]=[CH:22][CH:21]=[C:20]2[C:15]=1[CH:16]=[C:17]([CH3:24])[N:18]=[CH:19]2)=[C:12]=[O:13].N(C1C=CC=C2C=1C=CN=C2)=C=O, predict the reaction product. The product is: [Br:1][C:2]1[CH:7]=[CH:6][C:5]([C@@H:8]([NH:10][C:12]([NH:11][C:14]2[CH:23]=[CH:22][CH:21]=[C:20]3[C:15]=2[CH:16]=[C:17]([CH3:24])[N:18]=[CH:19]3)=[O:13])[CH3:9])=[CH:4][CH:3]=1. (5) Given the reactants Cl.[F:2][C:3]1[CH:15]=[CH:14][C:6]([O:7][CH:8]2[CH2:13][CH2:12][NH:11][CH2:10][CH2:9]2)=[CH:5][CH:4]=1.C(N(C(C)C)CC)(C)C.[N:25]([CH2:28][C:29]1[CH:34]=[CH:33][C:32]([O:35][CH3:36])=[CH:31][CH:30]=1)=[C:26]=[O:27], predict the reaction product. The product is: [CH3:36][O:35][C:32]1[CH:33]=[CH:34][C:29]([CH2:28][NH:25][C:26]([N:11]2[CH2:10][CH2:9][CH:8]([O:7][C:6]3[CH:14]=[CH:15][C:3]([F:2])=[CH:4][CH:5]=3)[CH2:13][CH2:12]2)=[O:27])=[CH:30][CH:31]=1.